Dataset: Catalyst prediction with 721,799 reactions and 888 catalyst types from USPTO. Task: Predict which catalyst facilitates the given reaction. (1) Reactant: [CH3:1][O:2][C:3](=[O:15])[C:4]1[CH:9]=[CH:8][C:7](F)=[C:6]([C:11]([F:14])([F:13])[F:12])[CH:5]=1.Cl.[CH3:17][NH:18][CH3:19].C(=O)([O-])[O-].[K+].[K+]. Product: [CH3:1][O:2][C:3](=[O:15])[C:4]1[CH:9]=[CH:8][C:7]([N:18]([CH3:19])[CH3:17])=[C:6]([C:11]([F:14])([F:13])[F:12])[CH:5]=1. The catalyst class is: 16. (2) Reactant: [OH:1][C:2]1[CH:3]=[C:4]([CH2:8][C:9]([NH:11][CH:12]([CH3:14])[CH3:13])=O)[CH:5]=[CH:6][CH:7]=1.[H-].[Al+3].[Li+].[H-].[H-].[H-]. Product: [CH:12]([NH:11][CH2:9][CH2:8][C:4]1[CH:3]=[C:2]([OH:1])[CH:7]=[CH:6][CH:5]=1)([CH3:14])[CH3:13]. The catalyst class is: 1. (3) Reactant: [CH2:1]([O:3][C:4]1[CH:5]=[C:6]([C@H:12]([N:18]2[C:26](=[O:27])[C:25]3[C:20](=[CH:21][CH:22]=[CH:23][C:24]=3[NH:28][C:29]([CH:31]3[CH2:33][CH2:32]3)=[O:30])[CH2:19]2)[CH2:13][C:14](=[O:17])[NH:15][OH:16])[CH:7]=[CH:8][C:9]=1[O:10][CH3:11])[CH3:2].[C:34](Cl)(=[O:38])[CH:35]([CH3:37])[CH3:36]. Product: [CH2:1]([O:3][C:4]1[CH:5]=[C:6]([C@H:12]([N:18]2[C:26](=[O:27])[C:25]3[C:20](=[CH:21][CH:22]=[CH:23][C:24]=3[NH:28][C:29]([CH:31]3[CH2:33][CH2:32]3)=[O:30])[CH2:19]2)[CH2:13][C:14](=[O:17])[NH:15][O:16][C:34](=[O:38])[CH:35]([CH3:37])[CH3:36])[CH:7]=[CH:8][C:9]=1[O:10][CH3:11])[CH3:2]. The catalyst class is: 10. (4) Reactant: [NH2:1][C:2]1[C:7]([F:8])=[CH:6][CH:5]=[CH:4][C:3]=1[C:9](=[O:11])[CH3:10].[I:12]Cl. Product: [NH2:1][C:2]1[C:7]([F:8])=[CH:6][C:5]([I:12])=[CH:4][C:3]=1[C:9](=[O:11])[CH3:10]. The catalyst class is: 33.